Dataset: Forward reaction prediction with 1.9M reactions from USPTO patents (1976-2016). Task: Predict the product of the given reaction. (1) Given the reactants [OH-].[K+].[I:3]I.[F:5][C:6]([F:17])([F:16])[C:7]1[CH:15]=[C:14]2[C:10]([CH:11]=[N:12][NH:13]2)=[CH:9][CH:8]=1.S([O-])([O-])(=O)=S.[Na+].[Na+], predict the reaction product. The product is: [F:17][C:6]([F:5])([F:16])[C:7]1[CH:15]=[C:14]2[C:10]([C:11]([I:3])=[N:12][NH:13]2)=[CH:9][CH:8]=1. (2) Given the reactants O=[C:2]([CH2:8][C:9](=O)[CH3:10])[C:3](OCC)=O.Cl.O(N)[CH3:14].Cl.Cl.[NH:18]([CH:20]1[CH2:25][CH2:24][N:23]([C:26]([O:28]CC2C=CC=CC=2)=O)[CH2:22][CH2:21]1)[NH2:19].[CH2:36]1[CH:40]2[CH2:41][NH:42][CH2:43][CH:39]2[CH2:38][N:37]1[C:44]([O:46]C(C)(C)C)=[O:45].[CH2:66]1[C:67](=[O:68])[N:62](OC(O[N:62]2[C:67](=[O:68])[CH2:66][CH2:65][C:63]2=[O:64])=O)[C:63](=[O:64])[CH2:65]1, predict the reaction product. The product is: [C:26]([N:23]1[CH2:22][CH2:21][CH:20]([N:18]2[C:9]([CH2:10][N:42]3[CH2:43][CH:39]4[CH2:38][N:37]([C:44]([O:46][N:62]5[C:63](=[O:64])[CH2:65][CH2:66][C:67]5=[O:68])=[O:45])[CH2:36][CH:40]4[CH2:41]3)=[CH:8][C:2]([CH3:3])=[N:19]2)[CH2:25][CH2:24]1)(=[O:28])[CH3:14]. (3) Given the reactants [C:1]([O:5][C:6]([N:8]1[CH2:13][CH:12]=[C:11]([C:14]2[CH:23]=[C:22]([F:24])[CH:21]=[C:20]3[C:15]=2[CH:16]=[CH:17][C:18]([CH3:25])=[N:19]3)[CH2:10][CH2:9]1)=[O:7])([CH3:4])([CH3:3])[CH3:2], predict the reaction product. The product is: [C:1]([O:5][C:6]([N:8]1[CH2:9][CH2:10][CH:11]([C:14]2[CH:23]=[C:22]([F:24])[CH:21]=[C:20]3[C:15]=2[CH:16]=[CH:17][C:18]([CH3:25])=[N:19]3)[CH2:12][CH2:13]1)=[O:7])([CH3:4])([CH3:3])[CH3:2]. (4) Given the reactants Br[C:2]1[CH:7]=[CH:6][N:5]=[C:4]([C:8]([O:11][Si:12]([C:15]([CH3:18])([CH3:17])[CH3:16])([CH3:14])[CH3:13])([CH3:10])[CH3:9])[CH:3]=1.[B:19]1([B:19]2[O:23][C:22]([CH3:25])([CH3:24])[C:21]([CH3:27])([CH3:26])[O:20]2)[O:23][C:22]([CH3:25])([CH3:24])[C:21]([CH3:27])([CH3:26])[O:20]1.C([O-])(=O)C.[K+], predict the reaction product. The product is: [Si:12]([O:11][C:8]([C:4]1[CH:3]=[C:2]([B:19]2[O:23][C:22]([CH3:25])([CH3:24])[C:21]([CH3:27])([CH3:26])[O:20]2)[CH:7]=[CH:6][N:5]=1)([CH3:10])[CH3:9])([C:15]([CH3:18])([CH3:17])[CH3:16])([CH3:14])[CH3:13]. (5) Given the reactants [Cl:1][C:2]1[CH:3]=[C:4]([N+:17]([O-])=O)[CH:5]=[CH:6][C:7]=1[O:8][CH2:9][C:10]1[CH:15]=[CH:14][CH:13]=[C:12]([CH3:16])[N:11]=1, predict the reaction product. The product is: [Cl:1][C:2]1[CH:3]=[C:4]([NH2:17])[CH:5]=[CH:6][C:7]=1[O:8][CH2:9][C:10]1[CH:15]=[CH:14][CH:13]=[C:12]([CH3:16])[N:11]=1.